This data is from Forward reaction prediction with 1.9M reactions from USPTO patents (1976-2016). The task is: Predict the product of the given reaction. (1) Given the reactants [Cl:1][C:2]1[CH:11]=[C:10]([C:12]([OH:14])=O)[CH:9]=[C:8]2[C:3]=1[C:4](=[O:26])[N:5]([C:16]1[CH:21]=[CH:20][C:19]([O:22][CH3:23])=[C:18]([O:24][CH3:25])[N:17]=1)[C:6](=[S:15])[NH:7]2.CCN(C(C)C)C(C)C.CN(C(ON1N=NC2C=CC=NC1=2)=[N+](C)C)C.F[P-](F)(F)(F)(F)F.[Cl:60][C:61]1[CH:68]=[CH:67][C:64]([CH2:65][NH2:66])=[CH:63][CH:62]=1, predict the reaction product. The product is: [Cl:1][C:2]1[CH:11]=[C:10]([C:12]([NH:66][CH2:65][C:64]2[CH:67]=[CH:68][C:61]([Cl:60])=[CH:62][CH:63]=2)=[O:14])[CH:9]=[C:8]2[C:3]=1[C:4](=[O:26])[N:5]([C:16]1[CH:21]=[CH:20][C:19]([O:22][CH3:23])=[C:18]([O:24][CH3:25])[N:17]=1)[C:6](=[S:15])[NH:7]2. (2) Given the reactants [CH2:1]([O:4][C:5]1[CH:13]=[C:12]2[C:8]([CH:9]=[C:10]([CH2:15][OH:16])[N:11]2[CH3:14])=[CH:7][C:6]=1[Br:17])[CH:2]=[CH2:3].N1C=CN=C1.[CH3:23][C:24]([Si:27](Cl)([CH3:29])[CH3:28])([CH3:26])[CH3:25], predict the reaction product. The product is: [CH2:1]([O:4][C:5]1[CH:13]=[C:12]2[C:8]([CH:9]=[C:10]([CH2:15][O:16][Si:27]([C:24]([CH3:26])([CH3:25])[CH3:23])([CH3:29])[CH3:28])[N:11]2[CH3:14])=[CH:7][C:6]=1[Br:17])[CH:2]=[CH2:3]. (3) Given the reactants [C:1]([CH:4]1[CH2:9][NH:8][CH2:7][CH2:6][NH:5]1)#[C:2][CH3:3].FC(F)(F)C(O)=O.FC(F)(F)C(O)=O.C(C1CNCCN1)#CC.C(N(CC)CC)C.[S:40]1[CH:44]=[CH:43][CH:42]=[C:41]1[S:45](Cl)(=[O:47])=[O:46], predict the reaction product. The product is: [C:1]([CH:4]1[NH:5][CH2:6][CH2:7][N:8]([S:45]([C:41]2[S:40][CH:44]=[CH:43][CH:42]=2)(=[O:47])=[O:46])[CH2:9]1)#[C:2][CH3:3]. (4) Given the reactants F[C:2](F)(F)[C:3]([OH:5])=O.[N:8]1[C:13]2[CH:14]=[N:15][CH:16]=[CH:17][C:12]=2[C:11](=[O:18])[NH:10][CH:9]=1.[C:19]1([CH:25]([CH3:30])[CH2:26][C:27]([OH:29])=O)[CH:24]=[CH:23][CH:22]=[CH:21][CH:20]=1.[CH3:31][CH2:32][N:33](C(C)C)[CH:34](C)[CH3:35].CN(C(ON1N=NC2C=CC=NC1=2)=[N+](C)C)C.F[P-](F)(F)(F)(F)F, predict the reaction product. The product is: [OH:5][C:3]1([CH2:2][N:10]2[C:11](=[O:18])[C:12]3[CH:17]=[CH:16][N:15]=[CH:14][C:13]=3[N:8]=[CH:9]2)[CH2:35][CH2:34][N:33]([C:27](=[O:29])[CH2:26][CH:25]([C:19]2[CH:20]=[CH:21][CH:22]=[CH:23][CH:24]=2)[CH3:30])[CH2:32][CH2:31]1. (5) Given the reactants [Cl:1][C:2]1[CH:11]=[CH:10][C:5]([C:6]([O:8][CH3:9])=[O:7])=[CH:4][C:3]=1I.[C:13]([C:15]1[CH:20]=[CH:19][C:18]([F:21])=[CH:17][CH:16]=1)#[CH:14].O1CCCC1, predict the reaction product. The product is: [Cl:1][C:2]1[CH:11]=[CH:10][C:5]([C:6]([O:8][CH3:9])=[O:7])=[CH:4][C:3]=1[C:14]#[C:13][C:15]1[CH:20]=[CH:19][C:18]([F:21])=[CH:17][CH:16]=1.